From a dataset of Peptide-MHC class II binding affinity with 134,281 pairs from IEDB. Regression. Given a peptide amino acid sequence and an MHC pseudo amino acid sequence, predict their binding affinity value. This is MHC class II binding data. (1) The peptide sequence is KLCLMKAQPTSWPLQ. The MHC is H-2-IAb with pseudo-sequence H-2-IAb. The binding affinity (normalized) is 0.530. (2) The peptide sequence is FKKYFAATQFEPLAA. The MHC is HLA-DQA10401-DQB10402 with pseudo-sequence HLA-DQA10401-DQB10402. The binding affinity (normalized) is 0.355. (3) The binding affinity (normalized) is 0.164. The MHC is DRB1_0401 with pseudo-sequence DRB1_0401. The peptide sequence is PAEARKVCYNAVLTH.